The task is: Predict the reactants needed to synthesize the given product.. This data is from Full USPTO retrosynthesis dataset with 1.9M reactions from patents (1976-2016). Given the product [CH3:1][O:2][C:3]([C:5]1[S:6][C:7]([Br:25])=[CH:8][C:9]=1[N:10]([CH:20]1[CH2:23][O:24][CH2:28][O:22][CH2:21]1)[C:11]([C@H:13]1[CH2:18][CH2:17][C@H:16]([CH3:19])[CH2:15][CH2:14]1)=[O:12])=[O:4], predict the reactants needed to synthesize it. The reactants are: [CH3:1][O:2][C:3]([C:5]1[S:6][C:7]([Br:25])=[CH:8][C:9]=1[N:10]([CH:20]([CH2:23][OH:24])[CH2:21][OH:22])[C:11]([C@H:13]1[CH2:18][CH2:17][C@H:16]([CH3:19])[CH2:15][CH2:14]1)=[O:12])=[O:4].C=O.[C:28]([O-])(O)=O.[Na+].